This data is from Reaction yield outcomes from USPTO patents with 853,638 reactions. The task is: Predict the reaction yield, written as a fraction of the theoretical maximum amount of product (1.0 means a 100% yield; for example, 0.34 means a 34% yield). (1) The reactants are [NH2:1][C:2]1[CH:11]=[CH:10][CH:9]=[C:8]2[C:3]=1[C:4](=[O:21])[N:5]([CH:13]1[CH2:18][CH2:17][C:16](=[O:19])[NH:15][C:14]1=[O:20])[C:6]([CH3:12])=[N:7]2.[C:22](Cl)(=[O:24])[CH3:23]. The catalyst is O1CCCC1. The product is [O:20]=[C:14]1[CH:13]([N:5]2[C:4](=[O:21])[C:3]3[C:8](=[CH:9][CH:10]=[CH:11][C:2]=3[NH:1][C:22](=[O:24])[CH3:23])[N:7]=[C:6]2[CH3:12])[CH2:18][CH2:17][C:16](=[O:19])[NH:15]1. The yield is 0.160. (2) The reactants are [CH3:1][C:2]([CH3:32])([CH3:31])[C:3](=[O:30])[CH2:4][O:5][C:6]1[CH:11]=[CH:10][C:9]([C:12]([C:17]2[CH:22]=[CH:21][C:20]([NH:23][S:24]([CH3:27])(=[O:26])=[O:25])=[C:19]([CH3:28])[CH:18]=2)([CH2:15][CH3:16])[CH2:13][CH3:14])=[CH:8][C:7]=1[CH3:29].[C:33]1(P(C2C=CC=CC=2)C2C=CC=CC=2)C=CC=CC=1.CO.CCOC(/N=N/C(OCC)=O)=O. The catalyst is C1COCC1. The product is [CH3:32][C:2]([CH3:1])([CH3:31])[C:3](=[O:30])[CH2:4][O:5][C:6]1[CH:11]=[CH:10][C:9]([C:12]([C:17]2[CH:22]=[CH:21][C:20]([N:23]([CH3:33])[S:24]([CH3:27])(=[O:26])=[O:25])=[C:19]([CH3:28])[CH:18]=2)([CH2:15][CH3:16])[CH2:13][CH3:14])=[CH:8][C:7]=1[CH3:29]. The yield is 0.760. (3) The reactants are [CH:1]([N:4]([CH3:35])[C@@H:5]1[CH2:10][CH2:9][C@H:8]([N:11]2[CH2:15][CH2:14][C@H:13]([NH:16]C(=O)OCC3C=CC=CC=3)[C:12]2=[O:27])[C@H:7]([CH2:28][S:29]([CH:32]([CH3:34])[CH3:33])(=[O:31])=[O:30])[CH2:6]1)([CH3:3])[CH3:2].Br.CC(O)=O. The catalyst is CCOCC. The product is [NH2:16][C@H:13]1[CH2:14][CH2:15][N:11]([C@H:8]2[CH2:9][CH2:10][C@@H:5]([N:4]([CH:1]([CH3:3])[CH3:2])[CH3:35])[CH2:6][C@H:7]2[CH2:28][S:29]([CH:32]([CH3:34])[CH3:33])(=[O:31])=[O:30])[C:12]1=[O:27]. The yield is 0.910. (4) The reactants are [BH-](OC(C)=O)(OC(C)=O)OC(C)=O.[Na+].[NH:15]1[CH2:19][CH2:18][CH2:17][CH2:16]1.[CH3:20][O:21][C:22]1[C:29]([OH:30])=[CH:28][C:25]([CH:26]=O)=[CH:24][CH:23]=1.Cl. The catalyst is C(Cl)Cl. The product is [CH3:20][O:21][C:22]1[CH:23]=[CH:24][C:25]([CH2:26][N:15]2[CH2:19][CH2:18][CH2:17][CH2:16]2)=[CH:28][C:29]=1[OH:30]. The yield is 0.850. (5) The reactants are C(=O)([O-])[O-].[K+].[K+].[N:7]1[CH:12]=[CH:11][CH:10]=[C:9](B(O)O)[CH:8]=1.Br[C:17]1[CH:22]=[CH:21][N:20]2[CH:23]=[CH:24][N:25]=[C:19]2[CH:18]=1. The catalyst is [Pd].C1(P(C2C=CC=CC=2)C2C=CC=CC=2)C=CC=CC=1.C1(P(C2C=CC=CC=2)C2C=CC=CC=2)C=CC=CC=1.C1(P(C2C=CC=CC=2)C2C=CC=CC=2)C=CC=CC=1.C1(P(C2C=CC=CC=2)C2C=CC=CC=2)C=CC=CC=1.O. The product is [N:7]1[CH:12]=[CH:11][CH:10]=[C:9]([C:17]2[CH:22]=[CH:21][N:20]3[CH:23]=[CH:24][N:25]=[C:19]3[CH:18]=2)[CH:8]=1. The yield is 0.750. (6) The reactants are [CH3:1][N:2]1[CH:6]=[CH:5][N:4]=[C:3]1[CH:7]1[C:16](=O)[C:15]2[C:14]([C:18]([O:20]CC)=O)=[CH:13][CH:12]=[CH:11][C:10]=2[NH:9][CH:8]1[C:23]1[CH:28]=[CH:27][CH:26]=[CH:25][CH:24]=1.O.[NH2:30][NH2:31]. The catalyst is CO. The product is [CH3:1][N:2]1[CH:6]=[CH:5][N:4]=[C:3]1[CH:7]1[C:16]2=[N:30][NH:31][C:18](=[O:20])[C:14]3[CH:13]=[CH:12][CH:11]=[C:10]([C:15]=32)[NH:9][CH:8]1[C:23]1[CH:24]=[CH:25][CH:26]=[CH:27][CH:28]=1. The yield is 0.740. (7) The reactants are [C:1]([C:5]1[CH:10]=[CH:9][C:8]([N+:11]([O-:13])=[O:12])=[CH:7][C:6]=1[CH2:14][NH2:15])([CH3:4])([CH3:3])[CH3:2].[CH3:16][C:17]([O:20][C:21](O[C:21]([O:20][C:17]([CH3:19])([CH3:18])[CH3:16])=[O:22])=[O:22])([CH3:19])[CH3:18]. The catalyst is C1COCC1.O. The product is [C:1]([C:5]1[CH:10]=[CH:9][C:8]([N+:11]([O-:13])=[O:12])=[CH:7][C:6]=1[CH2:14][NH:15][C:21](=[O:22])[O:20][C:17]([CH3:19])([CH3:18])[CH3:16])([CH3:4])([CH3:2])[CH3:3]. The yield is 0.780. (8) The reactants are [NH2:1][CH2:2][CH2:3][CH2:4][Si](OCC)(OCC)OCC.[C:15]1(C=[CH:21][C:19](O)=[CH:18][CH:17]=1)[OH:16]. The catalyst is C1(C)C=CC=CC=1. The product is [O:16]1[C:15]2[CH:17]=[CH:18][CH:19]=[CH:21][C:4]=2[CH:3]=[CH:2][NH:1]1. The yield is 0.650. (9) The reactants are [Si:1]([O:8][CH2:9][C:10]1([CH3:38])[S:16][CH2:15][CH2:14][N:13]2[C:17]([C:20]3([C:23]4[CH:28]=[CH:27][C:26](B5OC(C)(C)C(C)(C)O5)=[CH:25][CH:24]=4)[CH2:22][CH2:21]3)=[N:18][N:19]=[C:12]2[CH2:11]1)([C:4]([CH3:7])([CH3:6])[CH3:5])([CH3:3])[CH3:2].Br[C:40]1[CH:41]=[N:42][CH:43]=[CH:44][C:45]=1[CH3:46].C(=O)([O-])[O-].[K+].[K+]. The catalyst is C(COC)OC.O.C1C=CC([P]([Pd]([P](C2C=CC=CC=2)(C2C=CC=CC=2)C2C=CC=CC=2)([P](C2C=CC=CC=2)(C2C=CC=CC=2)C2C=CC=CC=2)[P](C2C=CC=CC=2)(C2C=CC=CC=2)C2C=CC=CC=2)(C2C=CC=CC=2)C2C=CC=CC=2)=CC=1. The product is [Si:1]([O:8][CH2:9][C:10]1([CH3:38])[S:16][CH2:15][CH2:14][N:13]2[C:17]([C:20]3([C:23]4[CH:24]=[CH:25][C:26]([C:40]5[CH:41]=[N:42][CH:43]=[CH:44][C:45]=5[CH3:46])=[CH:27][CH:28]=4)[CH2:22][CH2:21]3)=[N:18][N:19]=[C:12]2[CH2:11]1)([C:4]([CH3:7])([CH3:5])[CH3:6])([CH3:3])[CH3:2]. The yield is 0.710.